From a dataset of Reaction yield outcomes from USPTO patents with 853,638 reactions. Predict the reaction yield, written as a fraction of the theoretical maximum amount of product (1.0 means a 100% yield; for example, 0.34 means a 34% yield). (1) The reactants are [CH2:1]([S:3]([C:6]1[CH:7]=[C:8]([C:12]2[CH:20]=[CH:19][C:18]([OH:21])=[C:17]3[C:13]=2[C:14]2[CH:25]=[C:24]([CH3:26])[CH:23]=[N:22][C:15]=2[NH:16]3)[CH:9]=[CH:10][CH:11]=1)(=[O:5])=[O:4])[CH3:2].[CH3:27][N:28]([CH3:43])[CH2:29][CH2:30][CH2:31]OS(C1C=CC(C)=CC=1)(=O)=O.C(=O)([O-])[O-].[K+].[K+]. The catalyst is CN(C=O)C. The product is [CH2:1]([S:3]([C:6]1[CH:7]=[C:8]([C:12]2[CH:20]=[CH:19][C:18]([O:21][CH2:31][CH2:30][CH2:29][N:28]([CH3:43])[CH3:27])=[C:17]3[C:13]=2[C:14]2[CH:25]=[C:24]([CH3:26])[CH:23]=[N:22][C:15]=2[NH:16]3)[CH:9]=[CH:10][CH:11]=1)(=[O:5])=[O:4])[CH3:2]. The yield is 0.400. (2) The reactants are S(=O)(=O)(O)O.[Br:6][C:7]1[CH:8]=[CH:9][C:10]([O:25][C:26]([F:29])([F:28])[F:27])=[C:11]([CH:13]2[C:15]3([C:19](=[O:20])[C:18]([CH3:22])([CH3:21])[O:17][C:16]3([CH3:24])[CH3:23])[O:14]2)[CH:12]=1. The catalyst is ClCCCl. The product is [Br:6][C:7]1[CH:8]=[CH:9][C:10]([O:25][C:26]([F:28])([F:29])[F:27])=[C:11]([CH:13]2[C:19](=[O:20])[C:18]([CH3:21])([CH3:22])[O:17][C:16]([CH3:24])([CH3:23])[C:15]2=[O:14])[CH:12]=1. The yield is 0.680. (3) The reactants are [Br:1][C:2]1[CH:3]=[N:4][CH:5]=[C:6]([O:8][CH2:9][CH2:10][CH2:11]Br)[CH:7]=1.[O:13]([S:15]([CH3:17])=[O:16])[Na].CS(C)=O. The catalyst is O. The product is [Br:1][C:2]1[CH:3]=[N:4][CH:5]=[C:6]([O:8][CH2:9][CH2:10][CH2:11][S:15]([CH3:17])(=[O:16])=[O:13])[CH:7]=1. The yield is 0.400. (4) The reactants are [F:1][C:2]1[CH:3]=[C:4]([C:8]2[CH:13]=[CH:12][C:11]([CH2:14][O:15][CH2:16][CH:17]3[C:21](=[O:22])[N:20]([CH:23]([CH:27]([CH3:29])[CH3:28])[C:24](O)=[O:25])[C:19](=[O:30])[NH:18]3)=[CH:10][CH:9]=2)[CH:5]=[CH:6][CH:7]=1.CN([P+]([O:41][N:42]1N=NC2C=CC=CC1=2)(N(C)C)N(C)C)C.F[P-](F)(F)(F)(F)F.CN1CCOCC1. The catalyst is CN(C=O)C. The product is [F:1][C:2]1[CH:3]=[C:4]([C:8]2[CH:9]=[CH:10][C:11]([CH2:14][O:15][CH2:16][CH:17]3[C:21](=[O:22])[N:20]([CH:23]([CH:27]([CH3:28])[CH3:29])[C:24]([NH:42][OH:41])=[O:25])[C:19](=[O:30])[NH:18]3)=[CH:12][CH:13]=2)[CH:5]=[CH:6][CH:7]=1. The yield is 0.350. (5) The product is [Cl:3][C:4]1[N:5]=[C:6]([C:11]([NH:13][C@@H:14]2[CH2:19][CH2:18][N:17]([C:20]3[S:21][C:22]4[C:28]([C:29]([OH:31])=[O:30])=[CH:27][CH:26]=[CH:25][C:23]=4[N:24]=3)[CH2:16][C@@H:15]2[NH:34][CH:35]([CH2:36][CH3:37])[CH2:38][CH3:39])=[O:12])[NH:7][C:8]=1[CH2:9][CH3:10]. The catalyst is CO.O1CCCC1. The yield is 0.920. The reactants are [OH-].[Li+].[Cl:3][C:4]1[N:5]=[C:6]([C:11]([NH:13][C@@H:14]2[CH2:19][CH2:18][N:17]([C:20]3[S:21][C:22]4[C:28]([C:29]([O:31]CC)=[O:30])=[CH:27][CH:26]=[CH:25][C:23]=4[N:24]=3)[CH2:16][C@@H:15]2[NH:34][CH:35]([CH2:38][CH3:39])[CH2:36][CH3:37])=[O:12])[NH:7][C:8]=1[CH2:9][CH3:10].Cl. (6) The reactants are [NH2:1][C:2]1[C:3]([C:7]2[N:8]([CH2:28][CH3:29])[C:9]3[CH:14]=[C:13]([O:15][CH2:16][CH2:17][NH:18][C:19](=[O:25])[O:20][C:21]([CH3:24])([CH3:23])[CH3:22])[N:12]=[C:11](Cl)[C:10]=3[N:27]=2)=[N:4][O:5][N:6]=1.[O:30]1[CH:34]=[CH:33][C:32](B(O)O)=[CH:31]1.C([O-])([O-])=O.[K+].[K+]. The catalyst is O1CCOCC1.O.C1C=CC([P]([Pd]([P](C2C=CC=CC=2)(C2C=CC=CC=2)C2C=CC=CC=2)([P](C2C=CC=CC=2)(C2C=CC=CC=2)C2C=CC=CC=2)[P](C2C=CC=CC=2)(C2C=CC=CC=2)C2C=CC=CC=2)(C2C=CC=CC=2)C2C=CC=CC=2)=CC=1. The product is [NH2:1][C:2]1[C:3]([C:7]2[N:8]([CH2:28][CH3:29])[C:9]3[CH:14]=[C:13]([O:15][CH2:16][CH2:17][NH:18][C:19](=[O:25])[O:20][C:21]([CH3:24])([CH3:23])[CH3:22])[N:12]=[C:11]([C:32]4[CH:33]=[CH:34][O:30][CH:31]=4)[C:10]=3[N:27]=2)=[N:4][O:5][N:6]=1. The yield is 0.240. (7) No catalyst specified. The product is [OH:29][C@H:27]([C:28]1[CH:14]=[C:13]([C:9]2[CH:10]=[CH:11][CH:12]=[C:7]([O:6][C:5]3[CH:24]=[CH:25][C:2]([F:1])=[CH:3][CH:4]=3)[CH:8]=2)[N:18]=[C:17]([C:19]([NH2:21])=[O:20])[CH:16]=1)[CH2:26][OH:30]. The reactants are [F:1][C:2]1[CH:25]=[CH:24][C:5]([O:6][C:7]2[CH:8]=[C:9]([C:13]3[N:18]=[C:17]([C:19]([NH2:21])=[O:20])[CH:16]=C(C=C)[CH:14]=3)[CH:10]=[CH:11][CH:12]=2)=[CH:4][CH:3]=1.[CH3:26][CH:27]([OH:29])[CH3:28].[OH2:30]. The yield is 0.260.